Dataset: Full USPTO retrosynthesis dataset with 1.9M reactions from patents (1976-2016). Task: Predict the reactants needed to synthesize the given product. (1) Given the product [CH3:15][O:16][C:17]1[CH:26]=[C:25]2[C:20]([N:21]=[CH:22][C:23]([S:27][CH2:28][CH2:29][N:30]3[CH2:31][CH2:32][CH:33]([NH:36][C:12]([C:10]4[CH:9]=[CH:8][C:5]5[S:6][CH2:7][C:2](=[O:1])[NH:3][C:4]=5[N:11]=4)=[O:14])[CH2:34][CH2:35]3)=[N:24]2)=[CH:19][CH:18]=1, predict the reactants needed to synthesize it. The reactants are: [O:1]=[C:2]1[CH2:7][S:6][C:5]2[CH:8]=[CH:9][C:10]([C:12]([OH:14])=O)=[N:11][C:4]=2[NH:3]1.[CH3:15][O:16][C:17]1[CH:26]=[C:25]2[C:20]([N:21]=[CH:22][C:23]([S:27][CH2:28][CH2:29][N:30]3[CH2:35][CH2:34][CH:33]([NH2:36])[CH2:32][CH2:31]3)=[N:24]2)=[CH:19][CH:18]=1. (2) Given the product [CH2:1]([O:3][CH2:4][CH2:5][N:6]([C:7]1[CH:16]=[CH:15][C:14]2[C:13]([CH3:18])([CH3:17])[CH2:12][CH2:11][C:10]([CH3:19])([CH3:20])[C:9]=2[CH:8]=1)[C:21](=[O:22])[NH:25][C:26]1[CH:27]=[CH:28][C:29]([C:30]([O:32][CH3:33])=[O:31])=[CH:34][CH:35]=1)[CH3:2], predict the reactants needed to synthesize it. The reactants are: [CH2:1]([O:3][CH2:4][CH2:5][NH:6][C:7]1[CH:16]=[CH:15][C:14]2[C:13]([CH3:18])([CH3:17])[CH2:12][CH2:11][C:10]([CH3:20])([CH3:19])[C:9]=2[CH:8]=1)[CH3:2].[C:21](Cl)(Cl)=[O:22].[NH2:25][C:26]1[CH:35]=[CH:34][C:29]([C:30]([O:32][CH3:33])=[O:31])=[CH:28][CH:27]=1. (3) The reactants are: [NH2:1][C:2]1[CH:3]=[CH:4][C:5]([OH:9])=[N:6][C:7]=1[NH2:8].[OH:10][C:11]1[CH:12]=[C:13]2[C:22]3[C:20]([CH:21]=1)=[CH:19][C:18]([OH:23])=[CH:17][C:16]=3[C:15](=O)[C:14]2=O. Given the product [CH:12]1[C:13]2[C:14]3[C:15]([C:16]4[C:22]=2[C:20]([CH:19]=[C:18]([OH:23])[CH:17]=4)=[CH:21][C:11]=1[OH:10])=[N:8][C:7]1[N:6]=[C:5]([OH:9])[CH:4]=[CH:3][C:2]=1[N:1]=3, predict the reactants needed to synthesize it. (4) Given the product [Br:1][C:2]1[CH:10]=[C:9]2[C:5]([CH2:6][CH2:7][C:8]32[O:25][CH2:24][CH2:23][O:11]3)=[CH:4][CH:3]=1, predict the reactants needed to synthesize it. The reactants are: [Br:1][C:2]1[CH:10]=[C:9]2[C:5]([CH2:6][CH2:7][C:8]2=[O:11])=[CH:4][CH:3]=1.C1(C)C=CC(S(O)(=O)=O)=CC=1.[CH2:23](O)[CH2:24][OH:25]. (5) Given the product [CH3:1][C:2]1[O:6][C:5]([C:7]2[CH:8]=[CH:9][CH:10]=[CH:11][CH:12]=2)=[N:4][C:3]=1[CH2:13][CH2:14][C:15]1[CH:16]=[CH:17][C:18]([CH2:19][O:20][C:21]2[CH:26]=[CH:25][CH:24]=[CH:23][C:22]=2[CH2:27][C:28]([OH:30])=[O:29])=[CH:32][CH:33]=1, predict the reactants needed to synthesize it. The reactants are: [CH3:1][C:2]1[O:6][C:5]([C:7]2[CH:12]=[CH:11][CH:10]=[CH:9][CH:8]=2)=[N:4][C:3]=1[CH2:13][CH2:14][C:15]1[CH:33]=[CH:32][C:18]([CH2:19][O:20][C:21]2[CH:26]=[CH:25][CH:24]=[CH:23][C:22]=2[CH2:27][C:28]([O:30]C)=[O:29])=[CH:17][CH:16]=1.O1CCCC1.[OH-].[Na+].Cl. (6) Given the product [CH:31]1([NH:34][C:16](=[O:18])[CH:15]([OH:19])[CH:14]([NH:13][C:11]([C@H:6]2[CH2:7][CH2:8][C:9](=[O:10])[N:5]2[CH2:4][C:3]2[CH:27]=[CH:28][CH:29]=[CH:30][C:2]=2[F:1])=[O:12])[CH2:20][C:21]2[CH:22]=[CH:23][CH:24]=[CH:25][CH:26]=2)[CH2:33][CH2:32]1, predict the reactants needed to synthesize it. The reactants are: [F:1][C:2]1[CH:30]=[CH:29][CH:28]=[CH:27][C:3]=1[CH2:4][N:5]1[C:9](=[O:10])[CH2:8][CH2:7][C@@H:6]1[C:11]([NH:13][CH:14]([CH2:20][C:21]1[CH:26]=[CH:25][CH:24]=[CH:23][CH:22]=1)[CH:15]([OH:19])[C:16]([OH:18])=O)=[O:12].[CH:31]1([NH2:34])[CH2:33][CH2:32]1.CN(C(ON1N=NC2C=CC=NC1=2)=[N+](C)C)C.F[P-](F)(F)(F)(F)F.CCN(C(C)C)C(C)C. (7) Given the product [CH3:1][C:2]1[C:6]2[CH:7]=[CH:8][CH:9]=[CH:10][C:5]=2[O:4][C:3]=1[CH:11]([NH:20][C:21]1[CH:22]=[CH:23][C:24]([C:25]([NH:37][CH2:36][CH2:35][C:34]([O:33][CH2:31][CH3:32])=[O:38])=[O:26])=[CH:28][CH:29]=1)[CH2:12][O:13][C:14]1[CH:19]=[CH:18][CH:17]=[CH:16][CH:15]=1, predict the reactants needed to synthesize it. The reactants are: [CH3:1][C:2]1[C:6]2[CH:7]=[CH:8][CH:9]=[CH:10][C:5]=2[O:4][C:3]=1[CH:11]([NH:20][C:21]1[CH:29]=[CH:28][C:24]([C:25](O)=[O:26])=[CH:23][CH:22]=1)[CH2:12][O:13][C:14]1[CH:19]=[CH:18][CH:17]=[CH:16][CH:15]=1.Cl.[CH2:31]([O:33][C:34](=[O:38])[CH2:35][CH2:36][NH2:37])[CH3:32].O.ON1C2C=CC=CC=2N=N1.Cl.C(N=C=NCCCN(C)C)C.Cl.